This data is from Catalyst prediction with 721,799 reactions and 888 catalyst types from USPTO. The task is: Predict which catalyst facilitates the given reaction. (1) Reactant: [F:1][C:2]1[CH:36]=[CH:35][C:5]([CH2:6][N:7]2[CH2:12][CH2:11][N:10]3[C:13](=[O:33])[C:14]([CH2:19][CH:20]4[CH2:25][CH2:24][N:23](C(OC(C)(C)C)=O)[CH2:22][CH2:21]4)=[C:15]([OH:18])[C:16]([OH:17])=[C:9]3[C:8]2=[O:34])=[CH:4][CH:3]=1.[F:37][C:38]([F:43])([F:42])[C:39]([OH:41])=[O:40]. Product: [OH:41][C:39]([C:38]([F:43])([F:42])[F:37])=[O:40].[F:1][C:2]1[CH:3]=[CH:4][C:5]([CH2:6][N:7]2[CH2:12][CH2:11][N:10]3[C:13](=[O:33])[C:14]([CH2:19][CH:20]4[CH2:21][CH2:22][NH:23][CH2:24][CH2:25]4)=[C:15]([OH:18])[C:16]([OH:17])=[C:9]3[C:8]2=[O:34])=[CH:35][CH:36]=1. The catalyst class is: 2. (2) Reactant: [CH3:1][O:2][C:3]([C:5]1[C@@H:10]([C:11]2[CH:16]=[CH:15][C:14]([C:17]#[N:18])=[CH:13][CH:12]=2)[N:9]2[C:19](=[O:26])[N:20]([CH2:22][C:23]([OH:25])=O)[N:21]=[C:8]2[N:7]([C:27]2[CH:32]=[CH:31][CH:30]=[C:29]([C:33]([F:36])([F:35])[F:34])[CH:28]=2)[C:6]=1[CH3:37])=[O:4].[CH:38]([N:41]([CH:44]([CH3:46])C)[CH2:42]C)(C)C.CN(C(ON1N=NC2[CH:58]=[CH:59][CH:60]=[N:61][C:56]1=2)=[N+](C)C)C.F[P-](F)(F)(F)(F)F. Product: [CH3:1][O:2][C:3]([C:5]1[C@@H:10]([C:11]2[CH:12]=[CH:13][C:14]([C:17]#[N:18])=[CH:15][CH:16]=2)[N:9]2[C:19](=[O:26])[N:20]([CH2:22][C:23](=[O:25])[N:61]([CH2:60][CH2:59][CH2:58][CH2:46][CH2:44][N:41]([CH3:38])[CH3:42])[CH3:56])[N:21]=[C:8]2[N:7]([C:27]2[CH:32]=[CH:31][CH:30]=[C:29]([C:33]([F:34])([F:35])[F:36])[CH:28]=2)[C:6]=1[CH3:37])=[O:4]. The catalyst class is: 3.